Task: Regression. Given two drug SMILES strings and cell line genomic features, predict the synergy score measuring deviation from expected non-interaction effect.. Dataset: NCI-60 drug combinations with 297,098 pairs across 59 cell lines (1) Drug 1: CN(C)C(=N)N=C(N)N. Drug 2: C1=CC(=C(C=C1I)F)NC2=C(C=CC(=C2F)F)C(=O)NOCC(CO)O. Cell line: UACC62. Synergy scores: CSS=45.9, Synergy_ZIP=-0.113, Synergy_Bliss=-2.49, Synergy_Loewe=-23.4, Synergy_HSA=-2.50. (2) Cell line: SK-MEL-2. Drug 1: CCC1=CC2CC(C3=C(CN(C2)C1)C4=CC=CC=C4N3)(C5=C(C=C6C(=C5)C78CCN9C7C(C=CC9)(C(C(C8N6C)(C(=O)OC)O)OC(=O)C)CC)OC)C(=O)OC.C(C(C(=O)O)O)(C(=O)O)O. Synergy scores: CSS=57.2, Synergy_ZIP=-2.15, Synergy_Bliss=0.983, Synergy_Loewe=3.40, Synergy_HSA=3.32. Drug 2: B(C(CC(C)C)NC(=O)C(CC1=CC=CC=C1)NC(=O)C2=NC=CN=C2)(O)O.